From a dataset of Full USPTO retrosynthesis dataset with 1.9M reactions from patents (1976-2016). Predict the reactants needed to synthesize the given product. (1) Given the product [Cl:1][C:2]1[CH:3]=[C:4]([CH2:9][CH2:10][NH:11][C:21](=[O:22])[C:20]([F:31])([F:30])[F:19])[CH:5]=[CH:6][C:7]=1[F:8], predict the reactants needed to synthesize it. The reactants are: [Cl:1][C:2]1[CH:3]=[C:4]([CH2:9][CH2:10][NH2:11])[CH:5]=[CH:6][C:7]=1[F:8].CCN(CC)CC.[F:19][C:20]([F:31])([F:30])[C:21](O[C:21](=[O:22])[C:20]([F:31])([F:30])[F:19])=[O:22]. (2) Given the product [CH2:6]([NH2:1])[CH2:5][CH2:4][CH2:3][CH2:2][CH2:2][CH2:3][CH2:4][CH2:5][CH2:6][CH2:13][CH2:8][CH2:9][CH2:10][CH2:11][CH2:12][CH2:7][CH3:14], predict the reactants needed to synthesize it. The reactants are: [N:1]1[CH:6]=[CH:5][CH:4]=[CH:3][CH:2]=1.[C:7]1([CH3:14])[C:8]([CH3:13])=[CH:9][CH:10]=[CH:11][CH:12]=1. (3) Given the product [Cl:1][C:2]1[CH:3]=[C:4]([C:9]2[CH2:10][CH2:11][C:12](=[O:15])[NH:13][N:14]=2)[CH:5]=[CH:6][C:7]=1[O:8][CH2:23][CH2:24][CH2:25][O:26][CH2:27][CH2:28][C:29]1[CH:30]=[CH:31][C:32]([O:35][C:36](=[O:41])[C:37]([CH3:40])([CH3:39])[CH3:38])=[CH:33][CH:34]=1, predict the reactants needed to synthesize it. The reactants are: [Cl:1][C:2]1[CH:3]=[C:4]([C:9]2[CH2:10][CH2:11][C:12](=[O:15])[NH:13][N:14]=2)[CH:5]=[CH:6][C:7]=1[OH:8].C(=O)([O-])[O-].[K+].[K+].I[CH2:23][CH2:24][CH2:25][O:26][CH2:27][CH2:28][C:29]1[CH:34]=[CH:33][C:32]([O:35][C:36](=[O:41])[C:37]([CH3:40])([CH3:39])[CH3:38])=[CH:31][CH:30]=1.C(OCC)(=O)C. (4) Given the product [Cl:18][CH2:19][CH2:20][C:21]([C:15]1[CH:16]=[C:10]([Cl:9])[C:11]([OH:17])=[CH:12][C:13]=1[OH:14])=[O:22], predict the reactants needed to synthesize it. The reactants are: FC(F)(F)S(O)(=O)=O.[Cl:9][C:10]1[CH:16]=[CH:15][C:13]([OH:14])=[CH:12][C:11]=1[OH:17].[Cl:18][CH2:19][CH2:20][C:21](O)=[O:22].